This data is from Forward reaction prediction with 1.9M reactions from USPTO patents (1976-2016). The task is: Predict the product of the given reaction. Given the reactants [Br:1][C:2]1[C:3](=[O:28])[N:4]([C:19]2[CH:20]=[C:21]([CH:24]=[CH:25][C:26]=2[CH3:27])[CH:22]=O)[C:5]([CH3:18])=[CH:6][C:7]=1[O:8][CH2:9][C:10]1[CH:15]=[CH:14][C:13]([F:16])=[CH:12][C:11]=1[F:17].[CH3:29][NH:30][CH3:31].C(O[BH-](OC(=O)C)OC(=O)C)(=O)C.[Na+].C(Cl)[Cl:47], predict the reaction product. The product is: [ClH:47].[Br:1][C:2]1[C:3](=[O:28])[N:4]([C:19]2[CH:20]=[C:21]([CH2:22][N:30]([CH3:31])[CH3:29])[CH:24]=[CH:25][C:26]=2[CH3:27])[C:5]([CH3:18])=[CH:6][C:7]=1[O:8][CH2:9][C:10]1[CH:15]=[CH:14][C:13]([F:16])=[CH:12][C:11]=1[F:17].